From a dataset of Full USPTO retrosynthesis dataset with 1.9M reactions from patents (1976-2016). Predict the reactants needed to synthesize the given product. (1) Given the product [F:1][C:2]1[C:12]([NH:13][CH2:14][C:15]2[CH:20]=[C:19]([C:21]3[CH:26]=[CH:25][CH:24]=[C:23]([F:27])[CH:22]=3)[CH:18]=[CH:17][C:16]=2[F:28])=[C:11]([F:29])[CH:10]=[CH:9][C:3]=1[O:4][CH2:5][C:6]([O:8][CH2:37][CH2:36][N:33]1[CH2:34][CH2:35][O:30][CH2:31][CH2:32]1)=[O:7], predict the reactants needed to synthesize it. The reactants are: [F:1][C:2]1[C:12]([NH:13][CH2:14][C:15]2[CH:20]=[C:19]([C:21]3[CH:26]=[CH:25][CH:24]=[C:23]([F:27])[CH:22]=3)[CH:18]=[CH:17][C:16]=2[F:28])=[C:11]([F:29])[CH:10]=[CH:9][C:3]=1[O:4][CH2:5][C:6]([OH:8])=[O:7].[O:30]1[CH2:35][CH2:34][N:33]([CH2:36][CH2:37]O)[CH2:32][CH2:31]1.CN(C(ON1N=NC2C=CC=NC1=2)=[N+](C)C)C.F[P-](F)(F)(F)(F)F.O. (2) Given the product [C:15]1([CH3:22])[CH:16]=[C:17]([CH3:21])[CH:18]=[C:19]([CH3:20])[C:14]=1[C:13]1[C:12]([CH3:23])=[N:11][N:10]2[C:5]3[N:4]([CH3:37])[C:41](=[O:42])[N:40]([CH3:39])[C:6]=3[C:7]([CH3:24])=[N:8][C:9]=12, predict the reactants needed to synthesize it. The reactants are: O.NN.[NH2:4][C:5]1[N:10]2[N:11]=[C:12]([CH3:23])[C:13]([C:14]3[C:19]([CH3:20])=[CH:18][C:17]([CH3:21])=[CH:16][C:15]=3[CH3:22])=[C:9]2[N:8]=[C:7]([CH3:24])[C:6]=1C(OCC)=O.Cl.N([O-])=O.[Na+].[H-].[Na+].[CH3:37]I.[CH3:39][N:40](C)[CH:41]=[O:42]. (3) The reactants are: [CH2:1]([O:3][C:4](=[O:21])[CH:5]([C:15]1[CH:20]=[CH:19][CH:18]=[CH:17][CH:16]=1)[CH2:6][NH:7][CH2:8][C:9]1[CH:14]=[CH:13][CH:12]=[CH:11][CH:10]=1)[CH3:2].[H-].[Na+].C([CH:26]([C:30](Cl)=[O:31])[C:27](Cl)=[O:28])C.[OH2:33].O1CC[CH2:36][CH2:35]1. Given the product [CH2:1]([O:3][C:4](=[O:21])[CH:5]([C:15]1[CH:20]=[CH:19][CH:18]=[CH:17][CH:16]=1)[CH2:6][N:7]([CH2:8][C:9]1[CH:10]=[CH:11][CH:12]=[CH:13][CH:14]=1)[C:30](=[O:31])[CH2:26][C:27]([O:28][CH2:35][CH3:36])=[O:33])[CH3:2], predict the reactants needed to synthesize it. (4) Given the product [C:56]([C@@H:35]([NH:36][C:37]([C@@H:39]1[C:43]([CH3:44])([CH3:45])[S:42][CH2:41][N:40]1[S:46]([C:49]1[CH:50]=[CH:51][C:52]([CH3:55])=[CH:53][CH:54]=1)(=[O:48])=[O:47])=[O:38])[CH2:34][C:31]1[CH:32]=[CH:33][C:28]([O:27][C:25]([N:22]2[CH2:21][CH2:20][N:19]([C:17]([O:16][C:13]3[CH:12]=[CH:11][C:10]([CH2:9][C@@H:8]([C:6]([OH:7])=[O:5])[NH:63][C:64]([C@@H:66]4[C:70]([CH3:72])([CH3:71])[S:69][CH2:68][N:67]4[S:73]([C:76]4[CH:81]=[CH:80][C:79]([CH3:82])=[CH:78][CH:77]=4)(=[O:75])=[O:74])=[O:65])=[CH:15][CH:14]=3)=[O:18])[CH2:24][CH2:23]2)=[O:26])=[CH:29][CH:30]=1)([OH:58])=[O:57], predict the reactants needed to synthesize it. The reactants are: C([O:5][C:6]([C@@H:8]([NH:63][C:64]([C@@H:66]1[C:70]([CH3:72])([CH3:71])[S:69][CH2:68][N:67]1[S:73]([C:76]1[CH:81]=[CH:80][C:79]([CH3:82])=[CH:78][CH:77]=1)(=[O:75])=[O:74])=[O:65])[CH2:9][C:10]1[CH:15]=[CH:14][C:13]([O:16][C:17]([N:19]2[CH2:24][CH2:23][N:22]([C:25]([O:27][C:28]3[CH:33]=[CH:32][C:31]([CH2:34][C@@H:35]([C:56]([O:58]C(C)(C)C)=[O:57])[NH:36][C:37]([C@@H:39]4[C:43]([CH3:45])([CH3:44])[S:42][CH2:41][N:40]4[S:46]([C:49]4[CH:54]=[CH:53][C:52]([CH3:55])=[CH:51][CH:50]=4)(=[O:48])=[O:47])=[O:38])=[CH:30][CH:29]=3)=[O:26])[CH2:21][CH2:20]2)=[O:18])=[CH:12][CH:11]=1)=[O:7])(C)(C)C. (5) Given the product [Cl:31][C:26]1[CH:25]=[C:24]([S:21]([NH:20][CH:19]2[C:13]3[CH:12]=[CH:11][CH:10]=[C:9]([O:8][CH2:7][C:6]([OH:32])=[O:5])[C:14]=3[CH2:15][CH2:16][CH2:17][CH2:18]2)(=[O:22])=[O:23])[CH:29]=[C:28]([Cl:30])[CH:27]=1, predict the reactants needed to synthesize it. The reactants are: C([O:5][C:6](=[O:32])[CH2:7][O:8][C:9]1[C:14]2[CH2:15][CH2:16][CH2:17][CH2:18][CH:19]([NH:20][S:21]([C:24]3[CH:29]=[C:28]([Cl:30])[CH:27]=[C:26]([Cl:31])[CH:25]=3)(=[O:23])=[O:22])[C:13]=2[CH:12]=[CH:11][CH:10]=1)(C)(C)C.O.[OH-].[Li+]. (6) The reactants are: [NH2:1][C:2]1[CH:3]=[C:4]([N:16]2[CH2:21][CH2:20][N:19]([C:22]([C:24]3[CH:29]=[CH:28][CH:27]=[CH:26][CH:25]=3)=[O:23])[CH2:18][CH2:17]2)[CH:5]=[CH:6][C:7]=1[O:8][CH2:9][C:10]1[CH:15]=[CH:14][CH:13]=[CH:12][CH:11]=1.[C:30]1(B(O)O)[CH:35]=[CH:34][CH:33]=[CH:32][CH:31]=1.C(N(CC)CC)C. Given the product [CH2:9]([O:8][C:7]1[CH:6]=[CH:5][C:4]([N:16]2[CH2:21][CH2:20][N:19]([C:22]([C:24]3[CH:25]=[CH:26][CH:27]=[CH:28][CH:29]=3)=[O:23])[CH2:18][CH2:17]2)=[CH:3][C:2]=1[NH:1][C:30]1[CH:35]=[CH:34][CH:33]=[CH:32][CH:31]=1)[C:10]1[CH:11]=[CH:12][CH:13]=[CH:14][CH:15]=1, predict the reactants needed to synthesize it. (7) Given the product [Cl:58][C:53]1[CH:54]=[CH:55][CH:56]=[CH:57][C:52]=1[O:51][C:49]1[C:43]([C:44]([O:46][CH2:47][CH3:48])=[O:45])=[CH:42][N:41]=[C:40]([C:5]2[CH:6]=[CH:7][C:2]([CH3:1])=[CH:3][CH:4]=2)[CH:50]=1, predict the reactants needed to synthesize it. The reactants are: [CH3:1][C:2]1[CH:7]=[CH:6][C:5](B(O)O)=[CH:4][CH:3]=1.C(=O)([O-])[O-].[K+].[K+].C1(C)C=CC=CC=1P(C1C=CC=CC=1C)C1C=CC=CC=1C.Cl[C:40]1[CH:50]=[C:49]([O:51][C:52]2[CH:57]=[CH:56][CH:55]=[CH:54][C:53]=2[Cl:58])[C:43]([C:44]([O:46][CH2:47][CH3:48])=[O:45])=[CH:42][N:41]=1. (8) Given the product [F:24][C:25]1[CH:30]=[CH:29][C:28]([C:31]([F:34])([F:33])[F:32])=[CH:27][C:26]=1[NH:35][C:36]([NH:1][C:2]1[CH:3]=[CH:4][C:5]([C:8]2[S:12][C:11]([C:13]([C@@H:15]3[CH2:19][CH2:18][CH2:17][C@H:16]3[C:20]([OH:23])([CH3:21])[CH3:22])=[O:14])=[N:10][CH:9]=2)=[CH:6][CH:7]=1)=[O:37], predict the reactants needed to synthesize it. The reactants are: [NH2:1][C:2]1[CH:7]=[CH:6][C:5]([C:8]2[S:12][C:11]([C:13]([C@@H:15]3[CH2:19][CH2:18][CH2:17][C@H:16]3[C:20]([OH:23])([CH3:22])[CH3:21])=[O:14])=[N:10][CH:9]=2)=[CH:4][CH:3]=1.[F:24][C:25]1[CH:30]=[CH:29][C:28]([C:31]([F:34])([F:33])[F:32])=[CH:27][C:26]=1[N:35]=[C:36]=[O:37]. (9) Given the product [C:15]([NH:23][NH:24][C:2]1[C:7]([C:8]([O:10][CH2:11][CH3:12])=[O:9])=[CH:6][N:5]=[C:4]([S:13][CH3:14])[N:3]=1)(=[O:22])[C:16]1[CH:21]=[CH:20][CH:19]=[CH:18][CH:17]=1, predict the reactants needed to synthesize it. The reactants are: Cl[C:2]1[C:7]([C:8]([O:10][CH2:11][CH3:12])=[O:9])=[CH:6][N:5]=[C:4]([S:13][CH3:14])[N:3]=1.[C:15]([NH:23][NH2:24])(=[O:22])[C:16]1[CH:21]=[CH:20][CH:19]=[CH:18][CH:17]=1.CC(C)([O-])C.[K+].O.